This data is from Catalyst prediction with 721,799 reactions and 888 catalyst types from USPTO. The task is: Predict which catalyst facilitates the given reaction. (1) Product: [OH:8][CH:9]1[CH2:10][CH:11]([NH:13][C:14](=[O:20])[O:15][C:16]([CH3:18])([CH3:17])[CH3:19])[CH2:12]1. The catalyst class is: 293. Reactant: C([O:8][CH:9]1[CH2:12][CH:11]([NH:13][C:14](=[O:20])[O:15][C:16]([CH3:19])([CH3:18])[CH3:17])[CH2:10]1)C1C=CC=CC=1. (2) Reactant: [CH2:1]([O:3][C:4](=[O:19])/[CH:5]=[C:6](/[O:8][C:9]1[CH:14]=[CH:13][CH:12]=[C:11]([O:15][CH3:16])[C:10]=1[O:17][CH3:18])\[CH3:7])[CH3:2].[Br:20]N1C(=O)CCC1=O.C(OOC(=O)C1C=CC=CC=1)(=O)C1C=CC=CC=1. Product: [CH2:1]([O:3][C:4](=[O:19])/[CH:5]=[C:6](/[O:8][C:9]1[CH:14]=[CH:13][CH:12]=[C:11]([O:15][CH3:16])[C:10]=1[O:17][CH3:18])\[CH2:7][Br:20])[CH3:2]. The catalyst class is: 53.